This data is from HIV replication inhibition screening data with 41,000+ compounds from the AIDS Antiviral Screen. The task is: Binary Classification. Given a drug SMILES string, predict its activity (active/inactive) in a high-throughput screening assay against a specified biological target. The drug is CCN(CC)CC(C(=O)Nc1c(C)cccc1C)C(C)=NNC(=O)C[N+](C)(C)C.[Cl-]. The result is 0 (inactive).